Dataset: Drug-target binding data from BindingDB using IC50 measurements. Task: Regression. Given a target protein amino acid sequence and a drug SMILES string, predict the binding affinity score between them. We predict pIC50 (pIC50 = -log10(IC50 in M); higher means more potent). Dataset: bindingdb_ic50. The drug is O=C1N[C@@](c2ccc(OCCCC(F)(F)F)cc2)(C(F)(F)F)CC(c2ccn(CC3CCC3)n2)=C1c1nnn[nH]1. The target protein (Q10469) has sequence MRFRIYKRKVLILTLVVAACGFVLWSSNGRQRKNEALAPPLLDAEPARGAGGRGGDHPSVAVGIRRVSNVSAASLVPAVPQPEADNLTLRYRSLVYQLNFDQTLRNVDKAGTWAPRELVLVVQVHNRPEYLRLLLDSLRKAQGIDNVLVIFSHDFWSTEINQLIAGVNFCPVLQVFFPFSIQLYPNEFPGSDPRDCPRDLPKNAALKLGCINAEYPDSFGHYREAKFSQTKHHWWWKLHFVWERVKILRDYAGLILFLEEDHYLAPDFYHVFKKMWKLKQQECPECDVLSLGTYSASRSFYGMADKVDVKTWKSTEHNMGLALTRNAYQKLIECTDTFCTYDDYNWDWTLQYLTVSCLPKFWKVLVPQIPRIFHAGDCGMHHKKTCRPSTQSAQIESLLNNNKQYMFPETLTISEKFTVVAISPPRKNGGWGDIRDHELCKSYRRLQ. The pIC50 is 6.9.